This data is from NCI-60 drug combinations with 297,098 pairs across 59 cell lines. The task is: Regression. Given two drug SMILES strings and cell line genomic features, predict the synergy score measuring deviation from expected non-interaction effect. (1) Drug 1: C1=C(C(=O)NC(=O)N1)N(CCCl)CCCl. Drug 2: CC1=C(C(=O)C2=C(C1=O)N3CC4C(C3(C2COC(=O)N)OC)N4)N. Cell line: K-562. Synergy scores: CSS=46.4, Synergy_ZIP=-1.33, Synergy_Bliss=4.98, Synergy_Loewe=6.95, Synergy_HSA=8.70. (2) Drug 1: C1CCN(CC1)CCOC2=CC=C(C=C2)C(=O)C3=C(SC4=C3C=CC(=C4)O)C5=CC=C(C=C5)O. Drug 2: C1=CC(=CC=C1CCCC(=O)O)N(CCCl)CCCl. Cell line: UACC62. Synergy scores: CSS=18.0, Synergy_ZIP=-5.10, Synergy_Bliss=-0.560, Synergy_Loewe=-2.27, Synergy_HSA=-1.59. (3) Drug 1: C1CC(=O)NC(=O)C1N2CC3=C(C2=O)C=CC=C3N. Drug 2: C1=CC=C(C(=C1)C(C2=CC=C(C=C2)Cl)C(Cl)Cl)Cl. Cell line: OVCAR-8. Synergy scores: CSS=0.605, Synergy_ZIP=-0.906, Synergy_Bliss=-0.926, Synergy_Loewe=1.39, Synergy_HSA=-0.293. (4) Drug 1: C1CCC(C1)C(CC#N)N2C=C(C=N2)C3=C4C=CNC4=NC=N3. Drug 2: CC1=C(N=C(N=C1N)C(CC(=O)N)NCC(C(=O)N)N)C(=O)NC(C(C2=CN=CN2)OC3C(C(C(C(O3)CO)O)O)OC4C(C(C(C(O4)CO)O)OC(=O)N)O)C(=O)NC(C)C(C(C)C(=O)NC(C(C)O)C(=O)NCCC5=NC(=CS5)C6=NC(=CS6)C(=O)NCCC[S+](C)C)O. Cell line: RPMI-8226. Synergy scores: CSS=-8.17, Synergy_ZIP=1.39, Synergy_Bliss=-5.90, Synergy_Loewe=-12.4, Synergy_HSA=-11.6.